From a dataset of NCI-60 drug combinations with 297,098 pairs across 59 cell lines. Regression. Given two drug SMILES strings and cell line genomic features, predict the synergy score measuring deviation from expected non-interaction effect. (1) Drug 1: CC1=C(C=C(C=C1)NC2=NC=CC(=N2)N(C)C3=CC4=NN(C(=C4C=C3)C)C)S(=O)(=O)N.Cl. Drug 2: CC1=CC2C(CCC3(C2CCC3(C(=O)C)OC(=O)C)C)C4(C1=CC(=O)CC4)C. Cell line: MDA-MB-435. Synergy scores: CSS=-7.98, Synergy_ZIP=4.72, Synergy_Bliss=3.75, Synergy_Loewe=-0.814, Synergy_HSA=-1.64. (2) Drug 1: CC12CCC3C(C1CCC2O)C(CC4=C3C=CC(=C4)O)CCCCCCCCCS(=O)CCCC(C(F)(F)F)(F)F. Drug 2: C1=NNC2=C1C(=O)NC=N2. Cell line: MDA-MB-435. Synergy scores: CSS=2.10, Synergy_ZIP=1.50, Synergy_Bliss=4.42, Synergy_Loewe=2.39, Synergy_HSA=2.66.